This data is from Full USPTO retrosynthesis dataset with 1.9M reactions from patents (1976-2016). The task is: Predict the reactants needed to synthesize the given product. (1) Given the product [N:9]1([CH2:6][C:2]2[NH:3][CH:4]=[CH:5][N:1]=2)[CH2:12][CH2:11][CH2:10]1, predict the reactants needed to synthesize it. The reactants are: [NH:1]1[CH:5]=[CH:4][N:3]=[C:2]1[CH:6]=O.Cl.[NH:9]1[CH2:12][CH2:11][CH2:10]1.C(O[BH-](OC(=O)C)OC(=O)C)(=O)C.[Na+].C(O)(=O)C. (2) Given the product [CH:1]([O:4][C:5]1[CH:6]=[C:7]([C:11]2[C:12]3[O:19][C:18](/[CH:20]=[C:22]4/[C:23](=[O:24])[NH:25][C:26](=[O:27])[S:28]/4)=[CH:17][C:13]=3[CH:14]=[N:15][CH:16]=2)[CH:8]=[CH:9][CH:10]=1)([CH3:2])[CH3:3], predict the reactants needed to synthesize it. The reactants are: [CH:1]([O:4][C:5]1[CH:6]=[C:7]([C:11]2[C:12]3[O:19][C:18]([CH:20]=O)=[CH:17][C:13]=3[CH:14]=[N:15][CH:16]=2)[CH:8]=[CH:9][CH:10]=1)([CH3:3])[CH3:2].[CH2:22]1[S:28][C:26](=[O:27])[NH:25][C:23]1=[O:24].NCCC(O)=O.